From a dataset of Forward reaction prediction with 1.9M reactions from USPTO patents (1976-2016). Predict the product of the given reaction. (1) Given the reactants [Cl:1][C:2]1[CH:7]=[C:6]([O:8][CH3:9])[C:5]([N+:10]([O-])=O)=[CH:4][N:3]=1, predict the reaction product. The product is: [Cl:1][C:2]1[N:3]=[CH:4][C:5]([NH2:10])=[C:6]([O:8][CH3:9])[CH:7]=1. (2) Given the reactants [CH3:1][C:2]1[C:3]([CH2:16][CH2:17][C:18](O)=[O:19])=[C:4]([CH3:15])[C:5]2[C:13]3[C:8](=[CH:9][CH:10]=[CH:11][CH:12]=3)[NH:7][C:6]=2[N:14]=1.Cl.C([N:24]=C=NCCCN(C)C)C.ON1C2C=CC=CC=2N=N1.[Cl-].[NH4+].C(N(C(C)C)CC)(C)C.C(=O)(O)[O-].[Na+], predict the reaction product. The product is: [CH3:1][C:2]1[C:3]([CH2:16][CH2:17][C:18]([NH2:24])=[O:19])=[C:4]([CH3:15])[C:5]2[C:13]3[C:8](=[CH:9][CH:10]=[CH:11][CH:12]=3)[NH:7][C:6]=2[N:14]=1. (3) Given the reactants FC(F)(F)C(O)=O.[NH:8]1[CH2:13][CH2:12][CH:11]([O:14][C:15]2[CH:22]=[CH:21][C:18]([C:19]#[N:20])=[CH:17][CH:16]=2)[CH2:10][CH2:9]1.C(N(CC)CC)C.[C:30]1(=O)[CH2:33][CH2:32][CH2:31]1.C(O[BH-](OC(=O)C)OC(=O)C)(=O)C.[Na+], predict the reaction product. The product is: [CH:30]1([N:8]2[CH2:9][CH2:10][CH:11]([O:14][C:15]3[CH:22]=[CH:21][C:18]([C:19]#[N:20])=[CH:17][CH:16]=3)[CH2:12][CH2:13]2)[CH2:33][CH2:32][CH2:31]1. (4) Given the reactants [Cl:1][C:2]1[CH:3]=[C:4]([N:9]=[C:10]=[O:11])[CH:5]=[CH:6][C:7]=1[CH3:8].[Cl:12][C:13]1[CH:19]=[CH:18][C:16]([NH2:17])=[CH:15][C:14]=1[N+:20]([O-:22])=[O:21], predict the reaction product. The product is: [Cl:1][C:2]1[CH:3]=[C:4]([NH:9][C:10]([NH:17][C:16]2[CH:18]=[CH:19][C:13]([Cl:12])=[C:14]([N+:20]([O-:22])=[O:21])[CH:15]=2)=[O:11])[CH:5]=[CH:6][C:7]=1[CH3:8].